From a dataset of Full USPTO retrosynthesis dataset with 1.9M reactions from patents (1976-2016). Predict the reactants needed to synthesize the given product. (1) Given the product [CH3:1][O:2][CH2:3][CH2:4][O:5][C:6]1[CH:7]=[CH:8][C:9]([CH3:39])=[C:10]([C:12]2[C:16]3[CH:17]=[C:18]([CH2:21][O:22][C:23]4[CH:28]=[CH:27][C:26]([C@@H:29]([C:36]#[C:37][CH3:38])[CH2:30][C:31]([OH:33])=[O:32])=[CH:25][CH:24]=4)[CH:19]=[CH:20][C:15]=3[S:14][CH:13]=2)[CH:11]=1, predict the reactants needed to synthesize it. The reactants are: [CH3:1][O:2][CH2:3][CH2:4][O:5][C:6]1[CH:7]=[CH:8][C:9]([CH3:39])=[C:10]([C:12]2[C:16]3[CH:17]=[C:18]([CH2:21][O:22][C:23]4[CH:28]=[CH:27][C:26]([C@@H:29]([C:36]#[C:37][CH3:38])[CH2:30][C:31]([O:33]CC)=[O:32])=[CH:25][CH:24]=4)[CH:19]=[CH:20][C:15]=3[S:14][CH:13]=2)[CH:11]=1.[Li+].[OH-].Cl. (2) Given the product [CH:1]1([N:5]2[CH2:10][CH2:9][N:8]([C:11](=[O:24])[CH2:12][N:13]3[CH2:22][CH2:21][C:20]4[CH:19]=[C:18]([C:29]5[CH:30]=[N:25][CH:26]=[N:27][CH:28]=5)[N:17]=[N:16][C:15]=4[CH2:14]3)[CH2:7][CH2:6]2)[CH2:4][CH2:3][CH2:2]1, predict the reactants needed to synthesize it. The reactants are: [CH:1]1([N:5]2[CH2:10][CH2:9][N:8]([C:11](=[O:24])[CH2:12][N:13]3[CH2:22][CH2:21][C:20]4[CH:19]=[C:18](Cl)[N:17]=[N:16][C:15]=4[CH2:14]3)[CH2:7][CH2:6]2)[CH2:4][CH2:3][CH2:2]1.[N:25]1[CH:30]=[C:29](B(O)O)[CH:28]=[N:27][CH:26]=1.C([O-])([O-])=O.[Na+].[Na+].